Dataset: Forward reaction prediction with 1.9M reactions from USPTO patents (1976-2016). Task: Predict the product of the given reaction. (1) Given the reactants [N+]([C:4]1[CH:5]=[C:6]([C:11]2[CH:16]=[CH:15][CH:14]=[CH:13][N:12]=2)[N+:7]([O-:10])=[CH:8][CH:9]=1)([O-])=O.C([Br:20])(=O)C, predict the reaction product. The product is: [Br:20][C:4]1[CH:5]=[C:6]([C:11]2[CH:16]=[CH:15][CH:14]=[CH:13][N:12]=2)[N+:7]([O-:10])=[CH:8][CH:9]=1. (2) Given the reactants [CH3:1][C:2]1[NH:6][N:5]=[C:4]([C:7]2[CH:12]=[CH:11][CH:10]=[CH:9][CH:8]=2)[N:3]=1.C(=O)([O-])[O-].[K+].[K+].Br[CH2:20][CH2:21][NH:22][C:23](=[O:29])[O:24][C:25]([CH3:28])([CH3:27])[CH3:26], predict the reaction product. The product is: [CH3:1][C:2]1[N:6]([CH2:20][CH2:21][NH:22][C:23](=[O:29])[O:24][C:25]([CH3:28])([CH3:27])[CH3:26])[N:5]=[C:4]([C:7]2[CH:8]=[CH:9][CH:10]=[CH:11][CH:12]=2)[N:3]=1.